Predict the reaction yield, written as a fraction of the theoretical maximum amount of product (1.0 means a 100% yield; for example, 0.34 means a 34% yield). From a dataset of Reaction yield outcomes from USPTO patents with 853,638 reactions. (1) The reactants are [Cl:1][C:2]1[C:3]([C:16]2[CH:21]=[N:20][C:19]([Cl:22])=[C:18]([NH:23][CH2:24][CH:25]3[CH2:30][CH2:29][O:28][CH2:27][CH2:26]3)[N:17]=2)=[CH:4][C:5]([NH:8][C@H:9]2[CH2:14][CH2:13][C@H:12]([NH2:15])[CH2:11][CH2:10]2)=[N:6][CH:7]=1.C([O-])([O-])=O.[K+].[K+].Br[CH2:38][CH2:39][CH2:40][CH2:41]Br. The catalyst is CN(C=O)C. The product is [Cl:22][C:19]1[C:18]([NH:23][CH2:24][CH:25]2[CH2:26][CH2:27][O:28][CH2:29][CH2:30]2)=[N:17][C:16]([C:3]2[C:2]([Cl:1])=[CH:7][N:6]=[C:5]([NH:8][C@H:9]3[CH2:14][CH2:13][C@H:12]([N:15]4[CH2:41][CH2:40][CH2:39][CH2:38]4)[CH2:11][CH2:10]3)[CH:4]=2)=[CH:21][N:20]=1. The yield is 0.231. (2) The reactants are Br[C:2]1[C:3]([NH2:9])=[N:4][CH:5]=[C:6]([Br:8])[N:7]=1.[CH2:10]1[CH2:14]OC[CH2:11]1. The catalyst is [Cu]I.C1(C=CC=CC=1)[P](C1C=CC=CC=1)(C1C=CC=CC=1)[Pd][P](C1C=CC=CC=1)(C1C=CC=CC=1)C1C=CC=CC=1. The product is [Br:8][C:6]1[N:7]=[C:2]([C:11]#[C:10][CH3:14])[C:3]([NH2:9])=[N:4][CH:5]=1. The yield is 0.840. (3) The reactants are [C:1]([O:5][C:6]([NH:8][C:9]1[S:10][CH:11]=[C:12](/[C:14](=[N:31]/[O:32][C:33]2([C:36]([O:38][CH:39]([C:46]3[CH:51]=[CH:50][CH:49]=[CH:48][CH:47]=3)[C:40]3[CH:45]=[CH:44][CH:43]=[CH:42][CH:41]=3)=[O:37])[CH2:35][CH2:34]2)/[C:15]([NH:17][C@@H:18]2[C:21](=[O:22])[NH:20][C@@H:19]2[CH2:23][N:24]2[N:28]=[C:27]([CH2:29][OH:30])[CH:26]=[N:25]2)=[O:16])[N:13]=1)=[O:7])([CH3:4])([CH3:3])[CH3:2].CCN(C(C)C)C(C)C.[CH3:61][S:62](Cl)(=[O:64])=[O:63]. The catalyst is C(Cl)Cl. The product is [C:1]([O:5][C:6]([NH:8][C:9]1[S:10][CH:11]=[C:12](/[C:14](=[N:31]/[O:32][C:33]2([C:36]([O:38][CH:39]([C:46]3[CH:51]=[CH:50][CH:49]=[CH:48][CH:47]=3)[C:40]3[CH:41]=[CH:42][CH:43]=[CH:44][CH:45]=3)=[O:37])[CH2:34][CH2:35]2)/[C:15]([NH:17][C@@H:18]2[C:21](=[O:22])[NH:20][C@@H:19]2[CH2:23][N:24]2[N:28]=[C:27]([CH2:29][O:30][S:62]([CH3:61])(=[O:64])=[O:63])[CH:26]=[N:25]2)=[O:16])[N:13]=1)=[O:7])([CH3:4])([CH3:2])[CH3:3]. The yield is 0.960. (4) The reactants are [C:1]1([NH:7][NH2:8])[CH:6]=[CH:5][CH:4]=[CH:3][CH:2]=1.[O:9]1[C:13]2([CH2:18][CH2:17][C:16](=[O:19])[CH2:15][CH2:14]2)[O:12][CH2:11][CH2:10]1. The catalyst is C1(C)C=CC=CC=1. The product is [C:1]1([NH:7][NH2:8])[CH:6]=[CH:5][CH:4]=[CH:3][CH:2]=1.[O:9]1[C:13]2([CH2:14][CH2:15][C:16](=[O:19])[CH2:17][CH2:18]2)[O:12][CH2:11][CH2:10]1. The yield is 0.950. (5) The reactants are Cl[C:2]1[CH:7]=[C:6]([O:8][CH:9]([C:14]2[CH:19]=[CH:18][CH:17]=[CH:16][CH:15]=2)[C:10]([F:13])([F:12])[F:11])[N:5]=[CH:4][N:3]=1.B([C:23]1[CH:34]=[CH:33][C:26]([CH2:27][C@@H:28]([C:30]([OH:32])=[O:31])[NH2:29])=[CH:25][CH:24]=1)(O)O.C(#N)C.C(=O)([O-])[O-].[Na+].[Na+]. The catalyst is O. The product is [NH2:29][CH:28]([CH2:27][C:26]1[CH:33]=[CH:34][C:23]([C:2]2[CH:7]=[C:6]([O:8][CH:9]([C:14]3[CH:19]=[CH:18][CH:17]=[CH:16][CH:15]=3)[C:10]([F:13])([F:12])[F:11])[N:5]=[CH:4][N:3]=2)=[CH:24][CH:25]=1)[C:30]([OH:32])=[O:31]. The yield is 0.110. (6) The yield is 0.660. The catalyst is CN(C=O)C.C(OCC)(=O)C. The product is [C:1]([O:5][C:6]([NH:8][CH:9]1[CH2:10][N:11]([C:14]2[S:15][C:16]([C:22]([O:24][CH2:25][CH3:26])=[O:23])=[C:17]([CH:19]([CH3:20])[CH3:21])[N:18]=2)[CH2:12]1)=[O:7])([CH3:4])([CH3:2])[CH3:3]. The reactants are [C:1]([O:5][C:6]([NH:8][CH:9]1[CH2:12][NH:11][CH2:10]1)=[O:7])([CH3:4])([CH3:3])[CH3:2].Br[C:14]1[S:15][C:16]([C:22]([O:24][CH2:25][CH3:26])=[O:23])=[C:17]([CH:19]([CH3:21])[CH3:20])[N:18]=1.C(N(C(C)C)CC)(C)C. (7) The product is [Br:6][C:7]1[C:8]([C:17]2[CH:22]=[CH:21][C:20]([F:23])=[CH:19][CH:18]=2)=[N:9][C:10]([Cl:3])=[N:11][C:12]=1[CH:13]([CH3:15])[CH3:14]. The reactants are P(Cl)(Cl)([Cl:3])=O.[Br:6][C:7]1[C:8]([C:17]2[CH:22]=[CH:21][C:20]([F:23])=[CH:19][CH:18]=2)=[N:9][C:10](O)=[N:11][C:12]=1[CH:13]([CH3:15])[CH3:14]. The yield is 0.990. No catalyst specified.